From a dataset of Forward reaction prediction with 1.9M reactions from USPTO patents (1976-2016). Predict the product of the given reaction. (1) Given the reactants [C:1]1([S:7]([C:10]2[CH:11]=[CH:12][C:13]([CH2:16][NH:17][C:18](=[O:29])OC3C=CC([N+]([O-])=O)=CC=3)=[N:14][CH:15]=2)(=[O:9])=[O:8])[CH:6]=[CH:5][CH:4]=[CH:3][CH:2]=1.Cl.Cl.[NH:32]1[C:36]2[CH2:37][NH:38][CH2:39][C:35]=2[CH:34]=[N:33]1.C(N(CC)CC)C.O, predict the reaction product. The product is: [C:1]1([S:7]([C:10]2[CH:11]=[CH:12][C:13]([CH2:16][NH:17][C:18]([N:38]3[CH2:39][C:35]4[CH:34]=[N:33][NH:32][C:36]=4[CH2:37]3)=[O:29])=[N:14][CH:15]=2)(=[O:8])=[O:9])[CH:2]=[CH:3][CH:4]=[CH:5][CH:6]=1. (2) Given the reactants [CH:1]([C:4]1[CH:5]=[C:6]([CH:18]=[CH:19][C:20]=1[O:21][CH3:22])[O:7][C:8]1[C:15]([CH3:16])=[CH:14][C:11]([CH:12]=O)=[CH:10][C:9]=1[CH3:17])([CH3:3])[CH3:2].[NH2:23][NH:24][C:25]([NH2:27])=[O:26].C([O-])(=O)C.[Na+], predict the reaction product. The product is: [CH3:16][C:15]1[CH:14]=[C:11]([CH:10]=[C:9]([CH3:17])[C:8]=1[O:7][C:6]1[CH:18]=[CH:19][C:20]([O:21][CH3:22])=[C:4]([CH:1]([CH3:2])[CH3:3])[CH:5]=1)[CH:12]=[N:23][NH:24][C:25]([NH2:27])=[O:26]. (3) The product is: [C:1]([C:3]1[CH:8]=[CH:7][C:6]([NH:9][C:10](=[O:26])[C:11]2[CH:16]=[CH:15][CH:14]=[C:13]([S:17]([N:20]3[CH2:21][CH2:22][O:23][CH2:24][CH2:25]3)(=[O:18])=[O:19])[CH:12]=2)=[C:5]([C:27]2[O:28][C:33](=[O:34])[NH:30][N:29]=2)[CH:4]=1)#[N:2]. Given the reactants [C:1]([C:3]1[CH:8]=[CH:7][C:6]([NH:9][C:10](=[O:26])[C:11]2[CH:16]=[CH:15][CH:14]=[C:13]([S:17]([N:20]3[CH2:25][CH2:24][O:23][CH2:22][CH2:21]3)(=[O:19])=[O:18])[CH:12]=2)=[C:5]([C:27]([NH:29][NH2:30])=[O:28])[CH:4]=1)#[N:2].C1C[O:34][CH2:33]C1, predict the reaction product. (4) Given the reactants O=P(Cl)(Cl)Cl.[CH:6]([C:9]1[N:14]=[C:13]([C:15]([OH:17])=O)[CH:12]=[CH:11][CH:10]=1)([CH3:8])[CH3:7].[C:18]([C:21]1[C:26]([NH2:27])=[C:25]([CH3:28])[C:24]([O:29][CH3:30])=[CH:23][CH:22]=1)(=[O:20])[CH3:19].C(=O)(O)[O-].[Na+], predict the reaction product. The product is: [C:18]([C:21]1[C:26]([NH:27][C:15]([C:13]2[CH:12]=[CH:11][CH:10]=[C:9]([CH:6]([CH3:7])[CH3:8])[N:14]=2)=[O:17])=[C:25]([CH3:28])[C:24]([O:29][CH3:30])=[CH:23][CH:22]=1)(=[O:20])[CH3:19]. (5) The product is: [CH2:1]([O:8][C:9]1[CH:28]=[CH:27][C:12]([CH2:13][N:14]2[C:22]3[C:17](=[CH:18][CH:19]=[CH:20][CH:21]=3)[CH:16]=[C:15]2[CH2:23][NH:25][CH3:26])=[CH:11][CH:10]=1)[C:2]1[CH:3]=[CH:4][CH:5]=[CH:6][CH:7]=1. Given the reactants [CH2:1]([O:8][C:9]1[CH:28]=[CH:27][C:12]([CH2:13][N:14]2[C:22]3[C:17](=[CH:18][CH:19]=[CH:20][CH:21]=3)[CH:16]=[C:15]2[C:23]([NH:25][CH3:26])=O)=[CH:11][CH:10]=1)[C:2]1[CH:7]=[CH:6][CH:5]=[CH:4][CH:3]=1.CNC(C1N(C)C2C(C=1)=CC=CC=2)=O, predict the reaction product. (6) Given the reactants [Cl:1][C:2]1[CH:3]=[C:4]([C:10]2[CH:11]=[C:12]([CH2:21]OS(C)(=O)=O)[C:13](=[O:20])[N:14]([CH2:16][CH:17]([CH3:19])[CH3:18])[N:15]=2)[CH:5]=[CH:6][C:7]=1[O:8][CH3:9].[N:27]1([C:33]([O:35][C:36]([CH3:39])([CH3:38])[CH3:37])=[O:34])[CH2:32][CH2:31][NH:30][CH2:29][CH2:28]1, predict the reaction product. The product is: [C:36]([O:35][C:33]([N:27]1[CH2:32][CH2:31][N:30]([CH2:21][C:12]2[C:13](=[O:20])[N:14]([CH2:16][CH:17]([CH3:18])[CH3:19])[N:15]=[C:10]([C:4]3[CH:5]=[CH:6][C:7]([O:8][CH3:9])=[C:2]([Cl:1])[CH:3]=3)[CH:11]=2)[CH2:29][CH2:28]1)=[O:34])([CH3:39])([CH3:37])[CH3:38]. (7) Given the reactants C(OP([CH2:9][C:10]1[CH:19]=[CH:18][C:13]([C:14]([O:16][CH3:17])=[O:15])=[CH:12][CH:11]=1)(OCC)=O)C.[H-].[Na+].[N:22]1[C:31]2[C:26](=[CH:27][CH:28]=[CH:29][CH:30]=2)[CH:25]=[C:24]([CH:32]=O)[CH:23]=1, predict the reaction product. The product is: [N:22]1[C:31]2[C:26](=[CH:27][CH:28]=[CH:29][CH:30]=2)[CH:25]=[C:24](/[CH:32]=[CH:9]/[C:10]2[CH:11]=[CH:12][C:13]([C:14]([O:16][CH3:17])=[O:15])=[CH:18][CH:19]=2)[CH:23]=1. (8) Given the reactants [NH2:1][C:2]1[CH:3]=[C:4]([CH:9]=[CH:10][C:11]=1[C:12]#[C:13][C:14]1[C:19]([Cl:20])=[CH:18][CH:17]=[CH:16][C:15]=1[Cl:21])[C:5]([O:7][CH3:8])=[O:6], predict the reaction product. The product is: [Cl:21][C:15]1[CH:16]=[CH:17][CH:18]=[C:19]([Cl:20])[C:14]=1[C:13]1[NH:1][C:2]2[C:11]([CH:12]=1)=[CH:10][CH:9]=[C:4]([C:5]([O:7][CH3:8])=[O:6])[CH:3]=2.